From a dataset of Full USPTO retrosynthesis dataset with 1.9M reactions from patents (1976-2016). Predict the reactants needed to synthesize the given product. (1) Given the product [C:20]([C:5]1[N:10]=[C:9]([C:11]([F:14])([F:13])[F:12])[C:8]([C:15]([O:17][CH2:18][CH3:19])=[O:16])=[CH:7][CH:6]=1)#[N:21], predict the reactants needed to synthesize it. The reactants are: CS([C:5]1[N:10]=[C:9]([C:11]([F:14])([F:13])[F:12])[C:8]([C:15]([O:17][CH2:18][CH3:19])=[O:16])=[CH:7][CH:6]=1)(=O)=O.[C-:20]#[N:21].[K+]. (2) Given the product [Cl:36][C:22]1[C:23]([NH:25][C:26]2([CH2:32][C:33]([NH2:35])=[O:34])[CH2:31][CH2:30][CH2:29][CH2:28][CH2:27]2)=[N:24][C:19]([NH:1][C:2]2[C:15]([O:16][CH3:17])=[CH:14][C:5]3[CH2:6][CH2:7][N:8]([CH2:11][CH2:12][OH:13])[CH2:9][CH2:10][C:4]=3[CH:3]=2)=[N:20][CH:21]=1, predict the reactants needed to synthesize it. The reactants are: [NH2:1][C:2]1[C:15]([O:16][CH3:17])=[CH:14][C:5]2[CH2:6][CH2:7][N:8]([CH2:11][CH2:12][OH:13])[CH2:9][CH2:10][C:4]=2[CH:3]=1.Cl[C:19]1[N:24]=[C:23]([NH:25][C:26]2([CH2:32][C:33]([NH2:35])=[O:34])[CH2:31][CH2:30][CH2:29][CH2:28][CH2:27]2)[C:22]([Cl:36])=[CH:21][N:20]=1. (3) Given the product [CH3:1][C:2]1[C:10]2[C:5](=[CH:6][C:7]([C:11]([OH:13])=[O:12])=[CH:8][CH:9]=2)[NH:4][N:3]=1, predict the reactants needed to synthesize it. The reactants are: [CH3:1][C:2]1[C:10]2[C:5](=[CH:6][C:7]([C:11]([O-:13])=[O:12])=[CH:8][CH:9]=2)[N:4](S(C(F)(F)F)(=O)=O)[N:3]=1.C(=O)([O-])[O-].[K+].[K+].